From a dataset of Catalyst prediction with 721,799 reactions and 888 catalyst types from USPTO. Predict which catalyst facilitates the given reaction. Reactant: C(=O)([O-])[O-].[K+].[N:6]1[C:15]2[CH:14]=[C:13]3[CH2:16][CH2:17][NH:18][CH2:19][CH2:20][C:12]3=[CH:11][C:10]=2[N:9]=[CH:8][CH:7]=1.[K+].FC(F)(F)C(N1CCC2C(=CC3N=CC=NC=3C=2)CC1)=O. Product: [N:6]1[C:15]2[CH:14]=[C:13]3[CH2:16][CH2:17][NH:18][CH2:19][CH2:20][C:12]3=[CH:11][C:10]=2[N:9]=[CH:8][CH:7]=1. The catalyst class is: 5.